The task is: Predict the reaction yield, written as a fraction of the theoretical maximum amount of product (1.0 means a 100% yield; for example, 0.34 means a 34% yield).. This data is from Reaction yield outcomes from USPTO patents with 853,638 reactions. (1) The reactants are [NH2:1][C:2]1[C:7]([CH3:8])=[CH:6][CH:5]=[CH:4][N:3]=1.[C:9]1(=O)[O:14][C:12](=[O:13])[C:11]2=[CH:15][CH:16]=[CH:17][CH:18]=[C:10]12. No catalyst specified. The product is [CH3:8][C:7]1[C:2]([N:1]2[C:12](=[O:13])[C:11]3[C:10](=[CH:18][CH:17]=[CH:16][CH:15]=3)[C:9]2=[O:14])=[N:3][CH:4]=[CH:5][CH:6]=1. The yield is 0.880. (2) The reactants are Cl([O-])=O.[Na+].[OH2:5].P([O-])(O)(O)=O.[Na+].[CH:12]([C:14]1[N:15]=[C:16]([N:19]([C:27]([O:29][C:30]([CH3:33])([CH3:32])[CH3:31])=[O:28])[C:20]([O:22][C:23]([CH3:26])([CH3:25])[CH3:24])=[O:21])[NH:17][CH:18]=1)=[O:13].CC(=CC)C. The catalyst is O.C1COCC1.CC(O)(C)C. The product is [CH3:24][C:23]([O:22][C:20]([N:19]([C:27]([O:29][C:30]([CH3:33])([CH3:32])[CH3:31])=[O:28])[C:16]1[NH:17][CH:18]=[C:14]([C:12]([OH:5])=[O:13])[N:15]=1)=[O:21])([CH3:25])[CH3:26]. The yield is 0.530. (3) The reactants are NC1C=CC(C(O)=O)=CC=1.C1(C(Cl)=O)CCCCC1.CCN(CC)CC.[OH-].[Na+].[CH:29]1([C:35]([NH:37][C:38]2[CH:47]=[CH:46][C:41]([C:42]([O:44]C)=[O:43])=[CH:40][CH:39]=2)=[O:36])[CH2:34][CH2:33][CH2:32][CH2:31][CH2:30]1. The yield is 0.920. The product is [CH:29]1([C:35]([NH:37][C:38]2[CH:47]=[CH:46][C:41]([C:42]([OH:44])=[O:43])=[CH:40][CH:39]=2)=[O:36])[CH2:30][CH2:31][CH2:32][CH2:33][CH2:34]1. The catalyst is C1COCC1. (4) The reactants are [NH:1]1[C:5]2[CH:6]=[CH:7][CH:8]=[CH:9][C:4]=2[N:3]=[C:2]1[CH2:10][N:11]1[C:19]2[CH:18]=[CH:17][CH:16]=[C:15]([Br:20])[C:14]=2[C:13]2[CH2:21][CH2:22][N:23](C(OC(C)(C)C)=O)[CH2:24][CH2:25][C:12]1=2.FC(F)(F)C(O)=O.C(Cl)[Cl:41]. No catalyst specified. The product is [ClH:41].[NH:1]1[C:5]2[CH:6]=[CH:7][CH:8]=[CH:9][C:4]=2[N:3]=[C:2]1[CH2:10][N:11]1[C:19]2[CH:18]=[CH:17][CH:16]=[C:15]([Br:20])[C:14]=2[C:13]2[CH2:21][CH2:22][NH:23][CH2:24][CH2:25][C:12]1=2. The yield is 1.00. (5) The catalyst is C(#N)C.[C].[Pd].O. The reactants are [Cl:1][C:2]1[CH:3]=[CH:4][C:5]2[O:9][C:8]([C:10]3[CH:11]=[CH:12][C:13](F)=[C:14]([N+:16]([O-])=O)[CH:15]=3)=[N:7][C:6]=2[CH:20]=1.C(N(CC)CC)C.[CH2:28]([NH2:31])[CH2:29][CH3:30].[H][H]. The product is [Cl:1][C:2]1[CH:3]=[CH:4][C:5]2[O:9][C:8]([C:10]3[CH:11]=[CH:12][C:13]([NH:31][CH2:28][CH2:29][CH3:30])=[C:14]([CH:15]=3)[NH2:16])=[N:7][C:6]=2[CH:20]=1. The yield is 0.970. (6) The reactants are Cl[CH2:2][CH2:3][N:4]1[C:13]2[C:8](=[C:9]([F:18])[CH:10]=[CH:11][C:12]=2[O:14][CH2:15][CH2:16][CH3:17])[C:7](=[O:19])[C:6]([C:20]2[CH:25]=[CH:24][C:23]([O:26][CH3:27])=[CH:22][CH:21]=2)=[CH:5]1.[SH:28][CH2:29][CH2:30][C:31]([O:33][CH3:34])=[O:32].[I-].[Na+].CN(C=O)C. The product is [F:18][C:9]1[CH:10]=[CH:11][C:12]([O:14][CH2:15][CH2:16][CH3:17])=[C:13]2[C:8]=1[C:7](=[O:19])[C:6]([C:20]1[CH:25]=[CH:24][C:23]([O:26][CH3:27])=[CH:22][CH:21]=1)=[CH:5][N:4]2[CH2:3][CH2:2][S:28][CH2:29][CH2:30][C:31]([O:33][CH3:34])=[O:32]. The catalyst is C(OCC)(=O)C.O. The yield is 0.750. (7) The reactants are Cl.[NH2:2][C:3]1([CH2:6][OH:7])[CH2:5][CH2:4]1.C([O-])([O-])=O.[K+].[K+].[Br:14][C:15]1[CH:16]=[C:17]([CH:22]=[CH:23][C:24]=1[CH2:25]Br)[C:18]([O:20][CH3:21])=[O:19]. The catalyst is CC#N. The product is [Br:14][C:15]1[CH:16]=[C:17]([CH:22]=[CH:23][C:24]=1[CH2:25][NH:2][C:3]1([CH2:6][OH:7])[CH2:5][CH2:4]1)[C:18]([O:20][CH3:21])=[O:19]. The yield is 0.460. (8) The reactants are [Br:1][C:2]1[CH:9]=[CH:8][C:5]([CH:6]=O)=[CH:4][CH:3]=1.[N+:10]([CH2:13][CH3:14])([O-:12])=[O:11].C([O-])(=O)C.[NH4+].S(=O)(=O)(O)O. The catalyst is C1(C)C=CC=CC=1. The product is [Br:1][C:2]1[CH:9]=[CH:8][C:5]([CH:6]=[C:13]([N+:10]([O-:12])=[O:11])[CH3:14])=[CH:4][CH:3]=1. The yield is 0.470.